Dataset: Peptide-MHC class II binding affinity with 134,281 pairs from IEDB. Task: Regression. Given a peptide amino acid sequence and an MHC pseudo amino acid sequence, predict their binding affinity value. This is MHC class II binding data. (1) The peptide sequence is TNLLNGLDFSEVSNV. The MHC is DRB1_0101 with pseudo-sequence DRB1_0101. The binding affinity (normalized) is 0.167. (2) The peptide sequence is DRVLDILEAVKLIRK. The MHC is DRB1_0401 with pseudo-sequence DRB1_0401. The binding affinity (normalized) is 0.394. (3) The peptide sequence is LLVKYAAGDGNIVAV. The MHC is DRB1_0401 with pseudo-sequence DRB1_0401. The binding affinity (normalized) is 0.461. (4) The peptide sequence is DDEVLIEVNPPFGDS. The MHC is DRB5_0101 with pseudo-sequence DRB5_0101. The binding affinity (normalized) is 0.